Task: Predict the product of the given reaction.. Dataset: Forward reaction prediction with 1.9M reactions from USPTO patents (1976-2016) (1) Given the reactants C([O-])([O-])=O.[Cs+].[Cs+].[NH2:7][S:8]([CH2:11][CH2:12][CH2:13][C:14]([OH:16])=[O:15])(=[O:10])=[O:9].[CH2:17](Br)[C:18]1[CH:23]=[CH:22][CH:21]=[CH:20][CH:19]=1, predict the reaction product. The product is: [NH2:7][S:8]([CH2:11][CH2:12][CH2:13][C:14]([O:16][CH2:17][C:18]1[CH:23]=[CH:22][CH:21]=[CH:20][CH:19]=1)=[O:15])(=[O:10])=[O:9]. (2) Given the reactants Br[C:2]1[CH:3]=[CH:4][C:5]([N:22]2[CH2:27][CH2:26][O:25][CH2:24][CH2:23]2)=[C:6]([NH:8][C:9]2[C:18]3[C:13](=[C:14]([Cl:19])[CH:15]=[CH:16][CH:17]=3)[N:12]=[C:11]([CH3:20])[C:10]=2[CH3:21])[CH:7]=1.[NH:28]1[CH2:33][CH2:32][O:31][CH2:30][CH2:29]1.CC(C1C=C(C(C)C)C(C2C=CC=CC=2P(C2CCCCC2)C2CCCCC2)=C(C(C)C)C=1)C.C(=O)([O-])[O-].[Cs+].[Cs+], predict the reaction product. The product is: [Cl:19][C:14]1[CH:15]=[CH:16][CH:17]=[C:18]2[C:13]=1[N:12]=[C:11]([CH3:20])[C:10]([CH3:21])=[C:9]2[NH:8][C:6]1[CH:7]=[C:2]([N:28]2[CH2:33][CH2:32][O:31][CH2:30][CH2:29]2)[CH:3]=[CH:4][C:5]=1[N:22]1[CH2:27][CH2:26][O:25][CH2:24][CH2:23]1. (3) Given the reactants [Cl:1][C:2]1[CH:9]=[C:8]([S:10]([CH3:13])(=[O:12])=[O:11])[CH:7]=[CH:6][C:3]=1[C:4]#[N:5].[NH2:14][OH:15], predict the reaction product. The product is: [Cl:1][C:2]1[CH:9]=[C:8]([S:10]([CH3:13])(=[O:12])=[O:11])[CH:7]=[CH:6][C:3]=1[C:4](=[N:14][OH:15])[NH2:5].